This data is from Reaction yield outcomes from USPTO patents with 853,638 reactions. The task is: Predict the reaction yield, written as a fraction of the theoretical maximum amount of product (1.0 means a 100% yield; for example, 0.34 means a 34% yield). (1) The reactants are [C:1]([O:5][C:6]([NH:8][CH2:9][C:10]1[CH:11]=[C:12](B(O)O)[CH:13]=[CH:14][CH:15]=1)=[O:7])([CH3:4])([CH3:3])[CH3:2].Cl[C:20]1[CH:25]=[N:24][C:23]([C:26]([F:29])([F:28])[F:27])=[CH:22][N:21]=1.C(=O)([O-])[O-].[K+].[K+].O. The catalyst is CN(C=O)C.C1C=CC([P]([Pd]([P](C2C=CC=CC=2)(C2C=CC=CC=2)C2C=CC=CC=2)([P](C2C=CC=CC=2)(C2C=CC=CC=2)C2C=CC=CC=2)[P](C2C=CC=CC=2)(C2C=CC=CC=2)C2C=CC=CC=2)(C2C=CC=CC=2)C2C=CC=CC=2)=CC=1. The product is [C:1]([O:5][C:6](=[O:7])[NH:8][CH2:9][C:10]1[CH:15]=[CH:14][CH:13]=[C:12]([C:20]2[CH:25]=[N:24][C:23]([C:26]([F:29])([F:28])[F:27])=[CH:22][N:21]=2)[CH:11]=1)([CH3:4])([CH3:3])[CH3:2]. The yield is 0.920. (2) The reactants are [C:1](Cl)(=[O:8])[C:2]1[CH:7]=[CH:6][CH:5]=[CH:4][CH:3]=1.FC(F)(F)C(O)=O.[CH2:17]([O:24][C:25]1[CH:30]=[C:29]([O:31][CH2:32][C:33]2[CH:38]=[CH:37][CH:36]=[CH:35][CH:34]=2)[CH:28]=[CH:27][C:26]=1[CH:39]1[CH2:42][NH:41][CH2:40]1)[C:18]1[CH:23]=[CH:22][CH:21]=[CH:20][CH:19]=1. The catalyst is O1CCCC1.C(N(CC)C(C)C)(C)C. The product is [CH2:17]([O:24][C:25]1[CH:30]=[C:29]([O:31][CH2:32][C:33]2[CH:38]=[CH:37][CH:36]=[CH:35][CH:34]=2)[CH:28]=[CH:27][C:26]=1[CH:39]1[CH2:42][N:41]([C:1]([C:2]2[CH:7]=[CH:6][CH:5]=[CH:4][CH:3]=2)=[O:8])[CH2:40]1)[C:18]1[CH:23]=[CH:22][CH:21]=[CH:20][CH:19]=1. The yield is 0.820. (3) The reactants are [CH3:1][O:2][C:3](=[O:23])[C:4]1[CH:9]=[CH:8][C:7]([CH2:10][C:11](=O)[NH:12][C:13]2[CH:18]=[C:17]([F:19])[C:16]([Cl:20])=[CH:15][C:14]=2[NH2:21])=[CH:6][CH:5]=1. The catalyst is CC(O)=O. The product is [CH3:1][O:2][C:3](=[O:23])[C:4]1[CH:9]=[CH:8][C:7]([CH2:10][C:11]2[NH:12][C:13]3[CH:18]=[C:17]([F:19])[C:16]([Cl:20])=[CH:15][C:14]=3[N:21]=2)=[CH:6][CH:5]=1. The yield is 0.950.